From a dataset of Full USPTO retrosynthesis dataset with 1.9M reactions from patents (1976-2016). Predict the reactants needed to synthesize the given product. (1) The reactants are: [Ca].[NH2:2][C@H:3]([C:8]([OH:10])=[O:9])[CH2:4][C:5]([OH:7])=[O:6].N[C@H](C(O)=O)CC(=[O:16])N. Given the product [C@@H:3]([NH2:2])([C:8]([OH:10])=[O:9])[C@@H:4]([OH:16])[C:5]([OH:7])=[O:6], predict the reactants needed to synthesize it. (2) Given the product [CH2:1]([NH:8][C:9]1[C:10]2[S:18][CH:17]=[C:16]([C:20]#[CH:21])[C:11]=2[N:12]=[C:13]([Cl:15])[N:14]=1)[C:2]1[CH:7]=[CH:6][CH:5]=[CH:4][CH:3]=1, predict the reactants needed to synthesize it. The reactants are: [CH2:1]([NH:8][C:9]1[C:10]2[S:18][CH:17]=[C:16](Br)[C:11]=2[N:12]=[C:13]([Cl:15])[N:14]=1)[C:2]1[CH:7]=[CH:6][CH:5]=[CH:4][CH:3]=1.[CH:20]1(NC2CCCCC2)CCCC[CH2:21]1.C([Si](C)(C)C)#C.[F-].C([N+](CCCC)(CCCC)CCCC)CCC.O1CCCC1. (3) Given the product [O:15]1[CH2:16][CH:17]=[C:18]([C:2]2[CH:3]=[N:4][CH:5]=[C:6]3[C:11]=2[N:10]=[C:9]([C:12]([NH2:14])=[O:13])[CH:8]=[CH:7]3)[CH2:19][CH2:20]1, predict the reactants needed to synthesize it. The reactants are: Br[C:2]1[CH:3]=[N:4][CH:5]=[C:6]2[C:11]=1[N:10]=[C:9]([C:12]([NH2:14])=[O:13])[CH:8]=[CH:7]2.[O:15]1[CH2:20][CH:19]=[C:18](B2OC(C)(C)C(C)(C)O2)[CH2:17][CH2:16]1. (4) The reactants are: [CH2:1]([NH:3][C:4]([NH:6][C:7]1[S:8][C:9]([C:13]2[CH:18]=[CH:17][CH:16]=[C:15]([N+:19]([O-])=O)[CH:14]=2)=[C:10]([CH3:12])[N:11]=1)=[O:5])[CH3:2]. Given the product [NH2:19][C:15]1[CH:14]=[C:13]([C:9]2[S:8][C:7]([NH:6][C:4]([NH:3][CH2:1][CH3:2])=[O:5])=[N:11][C:10]=2[CH3:12])[CH:18]=[CH:17][CH:16]=1, predict the reactants needed to synthesize it. (5) The reactants are: [ClH:1].Cl.[NH:3]1[CH2:6][CH:5]([C:7]2[C:8]([O:28][CH3:29])=[C:9]([CH:15]([N:17]3[C:21]4=[N:22][CH:23]=[N:24][C:25]([NH2:26])=[C:20]4[C:19]([CH3:27])=[N:18]3)[CH3:16])[CH:10]=[C:11](Cl)[C:12]=2[F:13])[CH2:4]1.[CH3:30][C:31]([CH3:33])=O.C(N(CC)CC)C.C(O[BH-](OC(=O)C)OC(=O)C)(=O)C.[Na+]. Given the product [Cl:1][C:7]1([CH:5]2[CH2:6][N:3]([CH:31]([CH3:33])[CH3:30])[CH2:4]2)[C:12]([F:13])=[CH:11][CH:10]=[C:9]([CH:15]([N:17]2[C:21]3=[N:22][CH:23]=[N:24][C:25]([NH2:26])=[C:20]3[C:19]([CH3:27])=[N:18]2)[CH3:16])[CH:8]1[O:28][CH3:29], predict the reactants needed to synthesize it. (6) Given the product [ClH:5].[CH2:1]([NH:4][C:6]1[N:7]=[C:8]([NH:16][CH:17]2[CH2:18][CH2:19][CH2:20][CH2:21][CH2:22]2)[C:9]2[S:14][CH:13]=[C:12]([CH3:15])[C:10]=2[N:11]=1)[CH:2]=[CH2:3], predict the reactants needed to synthesize it. The reactants are: [CH2:1]([NH2:4])[CH:2]=[CH2:3].[Cl:5][C:6]1[N:7]=[C:8]([NH:16][CH:17]2[CH2:22][CH2:21][CH2:20][CH2:19][CH2:18]2)[C:9]2[S:14][CH:13]=[C:12]([CH3:15])[C:10]=2[N:11]=1. (7) Given the product [NH2:25][C:21]1[O:10][C:11]2[C:19]([CH:8]([C:4]3[CH:5]=[N:6][CH:7]=[C:2]([CH3:1])[CH:3]=3)[C:22]=1[C:23]#[N:24])=[CH:18][CH:17]=[C:16]1[N:15]([CH3:20])[CH:14]=[CH:13][C:12]=21, predict the reactants needed to synthesize it. The reactants are: [CH3:1][C:2]1[CH:3]=[C:4]([CH:8]=O)[CH:5]=[N:6][CH:7]=1.[OH:10][C:11]1[CH:19]=[CH:18][CH:17]=[C:16]2[C:12]=1[CH:13]=[CH:14][N:15]2[CH3:20].[C:21](#[N:25])[CH2:22][C:23]#[N:24].N1CCCCC1. (8) Given the product [Br:34][C:31]1[CH:32]=[CH:33][C:28]([C:26](=[O:27])[CH2:25][CH2:19][C:18]([C:15]2[CH:16]=[CH:17][C:12]([Cl:11])=[C:13]([N+:21]([O-:23])=[O:22])[CH:14]=2)=[O:20])=[CH:29][CH:30]=1, predict the reactants needed to synthesize it. The reactants are: C(NCC)C.C(O)(C)(C)C.[Cl:11][C:12]1[CH:17]=[CH:16][C:15]([C:18](=[O:20])[CH3:19])=[CH:14][C:13]=1[N+:21]([O-:23])=[O:22].Br[CH2:25][C:26]([C:28]1[CH:33]=[CH:32][C:31]([Br:34])=[CH:30][CH:29]=1)=[O:27].S(=O)(=O)(O)O. (9) The reactants are: [Br:1][C:2]1[C:7]([NH2:8])=[CH:6][N:5]=[CH:4][N:3]=1.CC(C)([O-])C.[Na+].I[CH2:16][CH2:17][CH2:18][CH3:19].O. Given the product [Br:1][C:2]1[C:7]([NH:8][CH2:16][CH2:17][CH2:18][CH3:19])=[CH:6][N:5]=[CH:4][N:3]=1, predict the reactants needed to synthesize it. (10) Given the product [O:3]=[CH:4][CH2:5][N:6]([CH2:20][CH2:21][CH2:22][CH2:23][CH2:24][O:25][CH2:26][CH2:27][C:28]1[CH:29]=[CH:30][CH:31]=[CH:32][CH:33]=1)[C:7](=[O:19])[CH2:8][CH2:9][O:10][CH2:11][CH2:12][C:13]1[CH:14]=[CH:15][CH:16]=[CH:17][CH:18]=1, predict the reactants needed to synthesize it. The reactants are: C([O:3][CH:4](OCC)[CH2:5][N:6]([CH2:20][CH2:21][CH2:22][CH2:23][CH2:24][O:25][CH2:26][CH2:27][C:28]1[CH:33]=[CH:32][CH:31]=[CH:30][CH:29]=1)[C:7](=[O:19])[CH2:8][CH2:9][O:10][CH2:11][CH2:12][C:13]1[CH:18]=[CH:17][CH:16]=[CH:15][CH:14]=1)C.Cl.ClCCl.